This data is from Forward reaction prediction with 1.9M reactions from USPTO patents (1976-2016). The task is: Predict the product of the given reaction. (1) Given the reactants [C:1]([O:4][CH2:5][C@H:6]([N:11]1[CH:20]=[CH:19][C:18]2[C:13](=[CH:14][CH:15]=[CH:16][C:17]=2[N+:21]([O-])=O)[C:12]1=[O:24])[CH2:7][CH:8]([CH3:10])[CH3:9])(=[O:3])[CH3:2].CO, predict the reaction product. The product is: [C:1]([O:4][CH2:5][C@H:6]([N:11]1[CH:20]=[CH:19][C:18]2[C:13](=[CH:14][CH:15]=[CH:16][C:17]=2[NH2:21])[C:12]1=[O:24])[CH2:7][CH:8]([CH3:10])[CH3:9])(=[O:3])[CH3:2]. (2) Given the reactants [Br:1][C:2]1[CH:10]=[C:9]([O:11][CH3:12])[CH:8]=[CH:7][C:3]=1[C:4]([OH:6])=O.[CH3:13][N:14]([CH:16]=[O:17])[CH3:15].C(Cl)(C(Cl)=O)=[O:19].CC1C=C(C)N=C(N2C[CH:38]3[CH:34]([CH2:35]NC3)[CH2:33]2)N=1.CC(O)=O.CC[N:46]([CH2:49][CH3:50])[CH2:47][CH3:48].OS([O-])(=O)=O.[K+], predict the reaction product. The product is: [Br:1][C:2]1[CH:10]=[C:9]([O:11][CH3:12])[CH:8]=[CH:7][C:3]=1[C:4]([N:46]1[CH2:47][CH:48]2[CH2:13][N:14]([C:16]([O:19][C:34]([CH3:38])([CH3:35])[CH3:33])=[O:17])[CH2:15][CH:50]2[CH2:49]1)=[O:6]. (3) Given the reactants [F:1][C:2]1[CH:7]=[CH:6][C:5]([C:8]2[C:12]([C:13]3[CH:18]=[CH:17][N:16]=[CH:15][CH:14]=3)=[CH:11][N:10]([CH3:19])[C:9]=2[C:20]([NH:22]CC(=O)C2C=CC=CC=2)=[O:21])=[CH:4][CH:3]=1.[CH2:32]([N:34](CC)CC)C.C1(P(C2C=CC=CC=2)C2C=CC=CC=2)C=CC=CC=1, predict the reaction product. The product is: [F:1][C:2]1[CH:3]=[CH:4][C:5]([C:8]2[C:12]([C:13]3[CH:14]=[CH:15][N:16]=[CH:17][CH:18]=3)=[CH:11][N:10]([CH3:19])[C:9]=2[C:20]2[O:21][CH:32]=[N:34][N:22]=2)=[CH:6][CH:7]=1. (4) Given the reactants [Br:1][C:2]1[CH:9]=[CH:8][C:5]([C:6]#[N:7])=[C:4]([F:10])[CH:3]=1.[C:11]([Cl:14])(=[O:13])[CH3:12], predict the reaction product. The product is: [ClH:14].[CH2:11]([O:13][C:6](=[NH:7])[C:5]1[CH:8]=[CH:9][C:2]([Br:1])=[CH:3][C:4]=1[F:10])[CH3:12]. (5) Given the reactants [CH2:1]=[C:2]1[CH2:6][N:5]([C:7]([O:9][C:10]([CH3:13])([CH3:12])[CH3:11])=[O:8])[C@H:4]([C:14]([O:16]C)=[O:15])[CH2:3]1.C(O)C.O[Li].O, predict the reaction product. The product is: [C:10]([O:9][C:7]([N:5]1[CH2:6][C:2](=[CH2:1])[CH2:3][C@H:4]1[C:14]([OH:16])=[O:15])=[O:8])([CH3:13])([CH3:11])[CH3:12]. (6) The product is: [CH3:26][S:27]([O:1][CH2:2][CH2:3][O:4][C:5]1[CH:6]=[CH:7][C:8]([CH2:11][C:12]([CH3:25])([O:18][C:19]2[CH:20]=[CH:21][CH:22]=[CH:23][CH:24]=2)[C:13]([O:15][CH2:16][CH3:17])=[O:14])=[CH:9][CH:10]=1)(=[O:29])=[O:28]. Given the reactants [OH:1][CH2:2][CH2:3][O:4][C:5]1[CH:10]=[CH:9][C:8]([CH2:11][C:12]([CH3:25])([O:18][C:19]2[CH:24]=[CH:23][CH:22]=[CH:21][CH:20]=2)[C:13]([O:15][CH2:16][CH3:17])=[O:14])=[CH:7][CH:6]=1.[CH3:26][S:27](Cl)(=[O:29])=[O:28], predict the reaction product. (7) Given the reactants [C:1]([O:5][C:6]([N:8]1[CH2:16][C:15]2[C:10](=[CH:11][CH:12]=[C:13](B3OC(C)(C)C(C)(C)O3)[CH:14]=2)[CH2:9]1)=[O:7])([CH3:4])([CH3:3])[CH3:2].I[C:27]1[S:28][CH:29]=[CH:30][N:31]=1, predict the reaction product. The product is: [C:1]([O:5][C:6]([N:8]1[CH2:16][C:15]2[C:10](=[CH:11][CH:12]=[C:13]([C:27]3[S:28][CH:29]=[CH:30][N:31]=3)[CH:14]=2)[CH2:9]1)=[O:7])([CH3:2])([CH3:3])[CH3:4]. (8) Given the reactants [OH:1][C:2]1([C:9]2[S:13][C:12]([Si:14]([CH3:17])([CH3:16])[CH3:15])=[N:11][CH:10]=2)[CH2:7][CH2:6][C:5](=O)[CH2:4][CH2:3]1.[NH:18]1[CH2:21][CH:20]([NH:22][C:23]([CH2:25][NH:26][C:27](=[O:38])[C:28]2[CH:33]=[CH:32][CH:31]=[C:30]([C:34]([F:37])([F:36])[F:35])[CH:29]=2)=[O:24])[CH2:19]1, predict the reaction product. The product is: [OH:1][C:2]1([C:9]2[S:13][C:12]([Si:14]([CH3:17])([CH3:16])[CH3:15])=[N:11][CH:10]=2)[CH2:7][CH2:6][CH:5]([N:18]2[CH2:21][CH:20]([NH:22][C:23]([CH2:25][NH:26][C:27](=[O:38])[C:28]3[CH:33]=[CH:32][CH:31]=[C:30]([C:34]([F:37])([F:35])[F:36])[CH:29]=3)=[O:24])[CH2:19]2)[CH2:4][CH2:3]1.